From a dataset of Peptide-MHC class II binding affinity with 134,281 pairs from IEDB. Regression. Given a peptide amino acid sequence and an MHC pseudo amino acid sequence, predict their binding affinity value. This is MHC class II binding data. (1) The peptide sequence is VVIGLLFMILTVAAN. The MHC is DRB1_0101 with pseudo-sequence DRB1_0101. The binding affinity (normalized) is 0.295. (2) The peptide sequence is VPLEVKREACPGTSV. The MHC is HLA-DQA10201-DQB10402 with pseudo-sequence HLA-DQA10201-DQB10402. The binding affinity (normalized) is 0.307. (3) The peptide sequence is TDDNEEPIAPYHFDLSGHAF. The MHC is DRB5_0101 with pseudo-sequence DRB5_0101. The binding affinity (normalized) is 0.450. (4) The peptide sequence is TAAVELARALVRAVA. The MHC is DRB1_1501 with pseudo-sequence DRB1_1501. The binding affinity (normalized) is 0.575. (5) The peptide sequence is TGLWPFIRINNLKVK. The MHC is DRB1_1101 with pseudo-sequence DRB1_1101. The binding affinity (normalized) is 0.844. (6) The peptide sequence is FGQNTASIAATEAQY. The MHC is HLA-DQA10301-DQB10302 with pseudo-sequence HLA-DQA10301-DQB10302. The binding affinity (normalized) is 0.187. (7) The peptide sequence is DKGPGFVVTGRVYCD. The MHC is DRB1_1201 with pseudo-sequence DRB1_1201. The binding affinity (normalized) is 0.288.